Dataset: Forward reaction prediction with 1.9M reactions from USPTO patents (1976-2016). Task: Predict the product of the given reaction. (1) Given the reactants CI.[Br:3][C:4]1[CH:12]=[CH:11][C:10]([I:13])=[CH:9][C:5]=1[C:6]([OH:8])=[O:7].[C:14]([O-])([O-])=O.[K+].[K+], predict the reaction product. The product is: [CH3:14][O:7][C:6](=[O:8])[C:5]1[CH:9]=[C:10]([I:13])[CH:11]=[CH:12][C:4]=1[Br:3]. (2) Given the reactants [C:1](Cl)(=[O:8])[C:2]1[CH:7]=[CH:6][CH:5]=[CH:4][CH:3]=1.[Cl-].[Al+3].[Cl-].[Cl-].[CH3:14][C:15]1[O:16][CH:17]=[CH:18][C:19]=1[CH3:20].Cl, predict the reaction product. The product is: [CH3:20][C:19]1[CH:18]=[C:17]([C:1]([C:2]2[CH:7]=[CH:6][CH:5]=[CH:4][CH:3]=2)=[O:8])[O:16][C:15]=1[CH3:14].